Dataset: Full USPTO retrosynthesis dataset with 1.9M reactions from patents (1976-2016). Task: Predict the reactants needed to synthesize the given product. (1) The reactants are: [CH3:1][O:2][C:3]1[CH:11]=[C:10]2[C:6]([C:7]([C:12](=[O:14])[CH3:13])=[CH:8][NH:9]2)=[CH:5][CH:4]=1.C(C1C2C(=CC=C(OC(F)(F)F)C=2)N([CH2:32][C:33]([OH:35])=[O:34])C=1)(=O)C. Given the product [C:12]([C:7]1[C:6]2[C:10](=[CH:11][C:3]([O:2][CH3:1])=[CH:4][CH:5]=2)[N:9]([CH2:32][C:33]([OH:35])=[O:34])[CH:8]=1)(=[O:14])[CH3:13], predict the reactants needed to synthesize it. (2) Given the product [N:1]1[CH:2]=[C:3]([O:7][C:8]2[CH2:12][CH2:11][O:10][N:9]=2)[CH:4]=[N:16][CH:6]=1, predict the reactants needed to synthesize it. The reactants are: [N:1]1[CH:6]=C[CH:4]=[C:3]([O:7][C:8]2[CH2:12][CH2:11][O:10][N:9]=2)[CH:2]=1.OC1C=[N:16]C=NC=1.C(=O)CCC1C=CC=CC=1.